Dataset: Full USPTO retrosynthesis dataset with 1.9M reactions from patents (1976-2016). Task: Predict the reactants needed to synthesize the given product. (1) Given the product [C:1]([O:5][C:6]([N:8]1[CH2:12][CH2:11][CH:10]([NH:43][C:44]([NH:26][C:27]2[CH:42]=[CH:41][CH:40]=[CH:39][C:28]=2[C:29]([NH:31][C:32]2[CH:37]=[CH:36][C:35]([Cl:38])=[CH:34][N:33]=2)=[O:30])=[O:45])[CH2:9]1)=[O:7])([CH3:4])([CH3:3])[CH3:2], predict the reactants needed to synthesize it. The reactants are: [C:1]([O:5][C:6]([N:8]1[CH2:12][CH2:11][CH:10](O)[CH2:9]1)=[O:7])([CH3:4])([CH3:3])[CH3:2].ClC(Cl)(OC(=O)OC(Cl)(Cl)Cl)Cl.[NH2:26][C:27]1[CH:42]=[CH:41][CH:40]=[CH:39][C:28]=1[C:29]([NH:31][C:32]1[CH:37]=[CH:36][C:35]([Cl:38])=[CH:34][N:33]=1)=[O:30].[N-:43]=[C:44]=[O:45]. (2) Given the product [CH3:24][O:26][C:5]1[CH:6]=[CH:7][C:2](/[N:1]=[C:9]2/[CH:10]=[C:11]([NH:17][CH2:18][C:19]([O:21][CH2:22][CH3:23])=[O:20])[CH2:12][C:13]([CH3:16])([CH3:15])[CH2:14]/2)=[CH:3][CH:4]=1, predict the reactants needed to synthesize it. The reactants are: [NH2:1][C:2]1[CH:7]=[CH:6][CH:5]=[CH:4][CH:3]=1.Cl[C:9]1[CH:10]=[C:11]([NH:17][CH2:18][C:19]([O:21][CH2:22][CH3:23])=[O:20])[CH2:12][C:13]([CH3:16])([CH3:15])[CH:14]=1.[CH2:24]([OH:26])C. (3) Given the product [NH2:23][C:18]1[N:17]=[C:16]([N:13]2[C:14]3[C:10](=[CH:9][CH:8]=[C:7]([C:38]#[C:37][C:35]([C:31]4[S:30][CH:34]=[CH:33][N:32]=4)([OH:39])[CH3:36])[CH:15]=3)[C:11]3([CH2:24][N:25]([CH3:27])[CH2:26]3)[CH2:12]2)[C:21]([Cl:22])=[CH:20][N:19]=1, predict the reactants needed to synthesize it. The reactants are: FC(F)(F)S(O[C:7]1[CH:15]=[C:14]2[C:10]([C:11]3([CH2:26][N:25]([CH3:27])[CH2:24]3)[CH2:12][N:13]2[C:16]2[C:21]([Cl:22])=[CH:20][N:19]=[C:18]([NH2:23])[N:17]=2)=[CH:9][CH:8]=1)(=O)=O.[S:30]1[CH:34]=[CH:33][N:32]=[C:31]1[C:35]([OH:39])([C:37]#[CH:38])[CH3:36]. (4) Given the product [CH2:1]([O:8][C:9]1[CH:10]=[CH:11][C:12]([C:13]2[N:17]=[N:18][NH:19][N:14]=2)=[CH:15][CH:16]=1)[C:2]1[CH:3]=[CH:4][CH:5]=[CH:6][CH:7]=1, predict the reactants needed to synthesize it. The reactants are: [CH2:1]([O:8][C:9]1[CH:16]=[CH:15][C:12]([C:13]#[N:14])=[CH:11][CH:10]=1)[C:2]1[CH:7]=[CH:6][CH:5]=[CH:4][CH:3]=1.[N-:17]=[N+:18]=[N-:19].[Na+].[Cl-].[NH4+].[OH-].[Na+]. (5) Given the product [CH:12]1([CH2:11][S:4][CH2:3][C@H:2]([NH:1][C:18]([O:20][C:21]([CH3:24])([CH3:23])[CH3:22])=[O:19])[C:5]([OH:7])=[O:6])[CH2:17][CH2:16][CH2:15][CH2:14][CH2:13]1, predict the reactants needed to synthesize it. The reactants are: [NH2:1][C@H:2]([C:5]([OH:7])=[O:6])[CH2:3][SH:4].[OH-].[Na+].Br[CH2:11][CH:12]1[CH2:17][CH2:16][CH2:15][CH2:14][CH2:13]1.[C:18](O[C:18]([O:20][C:21]([CH3:24])([CH3:23])[CH3:22])=[O:19])([O:20][C:21]([CH3:24])([CH3:23])[CH3:22])=[O:19]. (6) Given the product [C:9]1([C:2]2[CH:7]=[CH:6][C:5]([CH3:8])=[CH:4][N:3]=2)[CH:14]=[CH:13][CH:12]=[CH:11][CH:10]=1, predict the reactants needed to synthesize it. The reactants are: Br[C:2]1[CH:7]=[CH:6][C:5]([CH3:8])=[CH:4][N:3]=1.[C:9]1(B(O)O)[CH:14]=[CH:13][CH:12]=[CH:11][CH:10]=1.[O-]P([O-])([O-])=O.[K+].[K+].[K+].C1(C)C=CC=CC=1.